Predict which catalyst facilitates the given reaction. From a dataset of Catalyst prediction with 721,799 reactions and 888 catalyst types from USPTO. (1) Reactant: CC1(C)[N:6](C(OC(C)(C)C)=O)[C:5]([CH3:20])([C:14]2[O:15][C:16]([CH3:19])=[N:17][N:18]=2)[CH2:4][O:3]1.[F:22][C:23]([F:28])([F:27])[C:24]([OH:26])=[O:25]. Product: [F:22][C:23]([F:28])([F:27])[C:24]([OH:26])=[O:25].[NH2:6][C:5]([C:14]1[O:15][C:16]([CH3:19])=[N:17][N:18]=1)([CH3:20])[CH2:4][OH:3]. The catalyst class is: 4. (2) The catalyst class is: 22. Product: [Br:30][C:4]1[CH:5]=[C:6]([C:8]2[C:20]3[C:19]([CH3:21])=[C:18]([CH3:22])[S:17][C:16]=3[C:15]([S:23][C:24]3[CH:29]=[CH:28][CH:27]=[CH:26][CH:25]=3)=[C:14]3[C:9]=2[CH:10]=[CH:11][CH:12]=[CH:13]3)[CH:7]=[C:2]([Br:1])[C:3]=1[O:31][C@H:33]([CH3:35])[C:32]([OH:37])=[O:36]. Reactant: [Br:1][C:2]1[CH:7]=[C:6]([C:8]2[C:20]3[C:19]([CH3:21])=[C:18]([CH3:22])[S:17][C:16]=3[C:15]([S:23][C:24]3[CH:29]=[CH:28][CH:27]=[CH:26][CH:25]=3)=[C:14]3[C:9]=2[CH:10]=[CH:11][CH:12]=[CH:13]3)[CH:5]=[C:4]([Br:30])[C:3]=1[OH:31].[C:32]([O:37]C)(=[O:36])[C@H:33]([CH3:35])O.BrBr. (3) Reactant: [Cl:1][C:2]1[CH:6]=[C:5]([Cl:7])[N:4]([CH2:8][C:9]([O:11]CC)=[O:10])[N:3]=1.[OH-].[Na+]. Product: [Cl:1][C:2]1[CH:6]=[C:5]([Cl:7])[N:4]([CH2:8][C:9]([OH:11])=[O:10])[N:3]=1. The catalyst class is: 30. (4) Reactant: C(OC([N:8]1[C:16]2[C:11](=[CH:12][CH:13]=[CH:14][CH:15]=2)[CH:10]=[C:9]1[S:17]([C:20]1[CH:25]=[CH:24][C:23](F)=[CH:22][CH:21]=1)(=[O:19])=[O:18])=O)(C)(C)C.[NH:27]1[CH2:32][CH2:31][NH:30][CH2:29][CH2:28]1.C(OCC)C.CCCCCC. Product: [N:27]1([C:23]2[CH:22]=[CH:21][C:20]([S:17]([C:9]3[NH:8][C:16]4[C:11]([CH:10]=3)=[CH:12][CH:13]=[CH:14][CH:15]=4)(=[O:18])=[O:19])=[CH:25][CH:24]=2)[CH2:32][CH2:31][NH:30][CH2:29][CH2:28]1. The catalyst class is: 13. (5) Reactant: F.[C:2]([O:5][CH2:6][C:7]1[N:8]([CH2:28][C:29]([OH:32])([CH3:31])[CH3:30])[C:9]2[C:18]3[CH:17]=[CH:16][C:15]([O:19][CH2:20][C:21]4[CH:26]=[CH:25][CH:24]=[CH:23][CH:22]=4)=[CH:14][C:13]=3[N:12]=[CH:11][C:10]=2[N:27]=1)(=[O:4])[CH3:3].C1C=C(Cl)C=C(C(OO)=[O:41])C=1.O. Product: [C:2]([O:5][CH2:6][C:7]1[N:8]([CH2:28][C:29]([OH:32])([CH3:31])[CH3:30])[C:9]2[C:18]3[CH:17]=[CH:16][C:15]([O:19][CH2:20][C:21]4[CH:26]=[CH:25][CH:24]=[CH:23][CH:22]=4)=[CH:14][C:13]=3[N+:12]([O-:41])=[CH:11][C:10]=2[N:27]=1)(=[O:4])[CH3:3]. The catalyst class is: 121. (6) Reactant: [Cl:1][C:2]1[N:10]=[C:9]([CH3:11])[N:8]=[C:7]2[C:3]=1[N:4]([CH2:24][C:25]([OH:27])=O)[C:5](=[O:23])[N:6]2[C:12]1[CH:17]=[CH:16][C:15]([CH:18]([CH3:20])[CH3:19])=[CH:14][C:13]=1[S:21][CH3:22].C[N:29]1CCOCC1.ClC(OCC(C)C)=O.N. Product: [Cl:1][C:2]1[N:10]=[C:9]([CH3:11])[N:8]=[C:7]2[C:3]=1[N:4]([CH2:24][C:25]([NH2:29])=[O:27])[C:5](=[O:23])[N:6]2[C:12]1[CH:17]=[CH:16][C:15]([CH:18]([CH3:20])[CH3:19])=[CH:14][C:13]=1[S:21][CH3:22]. The catalyst class is: 30. (7) Reactant: C(OOC(=O)C1C=CC=CC=1)(=O)C1C=CC=CC=1.[Br:19]N1C(=O)CCC1=O.C1([C:33]2([S:40]([C:43]3(C4C=CC=CC=4)[CH:48]=[CH:47][C:46](C)=[CH:45][CH2:44]3)(=[O:42])=[O:41])[CH:38]=[CH:37][C:36]([CH3:39])=[CH:35][CH2:34]2)C=CC=CC=1. Product: [Br:19][CH2:39][C:36]1[CH:37]=[CH:38][C:33]([S:40]([C:43]2[CH:48]=[CH:47][CH:46]=[CH:45][CH:44]=2)(=[O:41])=[O:42])=[CH:34][CH:35]=1. The catalyst class is: 53. (8) Reactant: [OH:1][CH:2]1[C:6](=[O:7])[N:5]([C:8]2[CH:13]=[CH:12][C:11]([I:14])=[CH:10][N:9]=2)[C:4](=[O:15])[C:3]1([CH3:17])[CH3:16].N1C=CN=C1.[C:23]([Si:27]([C:35]1[CH:40]=[CH:39][CH:38]=[CH:37][CH:36]=1)([C:29]1[CH:34]=[CH:33][CH:32]=[CH:31][CH:30]=1)Cl)([CH3:26])([CH3:25])[CH3:24].C([O-])(O)=O.[Na+]. Product: [C:23]([Si:27]([C:35]1[CH:40]=[CH:39][CH:38]=[CH:37][CH:36]=1)([C:29]1[CH:30]=[CH:31][CH:32]=[CH:33][CH:34]=1)[O:1][CH:2]1[C:6](=[O:7])[N:5]([C:8]2[CH:13]=[CH:12][C:11]([I:14])=[CH:10][N:9]=2)[C:4](=[O:15])[C:3]1([CH3:17])[CH3:16])([CH3:26])([CH3:24])[CH3:25]. The catalyst class is: 4.